Dataset: Reaction yield outcomes from USPTO patents with 853,638 reactions. Task: Predict the reaction yield, written as a fraction of the theoretical maximum amount of product (1.0 means a 100% yield; for example, 0.34 means a 34% yield). (1) The reactants are [CH3:1][O:2][C:3]([C:5]1[C:6]2[CH2:7][C:8]([CH3:24])([CH3:23])[CH:9]([C:16]3[CH:21]=[CH:20][CH:19]=[C:18](Br)[CH:17]=3)[NH:10][C:11]=2[CH:12]=[C:13]([F:15])[CH:14]=1)=[O:4].[NH:25]1[CH2:30][CH2:29][O:28][CH2:27][CH2:26]1.Cl.CN(C)CC(O)=O.C(=O)([O-])[O-].[K+].[K+]. The catalyst is CS(C)=O.[Cu]I. The product is [CH3:1][O:2][C:3]([C:5]1[C:6]2[CH2:7][C:8]([CH3:24])([CH3:23])[CH:9]([C:16]3[CH:21]=[CH:20][CH:19]=[C:18]([N:25]4[CH2:30][CH2:29][O:28][CH2:27][CH2:26]4)[CH:17]=3)[NH:10][C:11]=2[CH:12]=[C:13]([F:15])[CH:14]=1)=[O:4]. The yield is 0.800. (2) The reactants are [CH2:1]([O:3][C:4]1[C:8]([CH2:9][CH2:10][CH2:11][OH:12])=[CH:7][N:6]([C:13]2[CH:18]=[CH:17][C:16]([C:19]([F:22])([F:21])[F:20])=[CH:15][N:14]=2)[N:5]=1)[CH3:2].[CH:23]1([N:29]2[C:33]([CH2:34][CH2:35][C:36]([O:38]CC)=[O:37])=[CH:32][C:31](O)=[N:30]2)[CH2:28][CH2:27][CH2:26][CH2:25][CH2:24]1.C(P(CCCC)CCCC)CCC.N(C(N1CCCCC1)=O)=NC(N1CCCCC1)=O. The catalyst is O1CCCC1. The product is [CH:23]1([N:29]2[C:33]([CH2:34][CH2:35][C:36]([OH:38])=[O:37])=[CH:32][C:31]([O:12][CH2:11][CH2:10][CH2:9][C:8]3[C:4]([O:3][CH2:1][CH3:2])=[N:5][N:6]([C:13]4[CH:18]=[CH:17][C:16]([C:19]([F:21])([F:20])[F:22])=[CH:15][N:14]=4)[CH:7]=3)=[N:30]2)[CH2:24][CH2:25][CH2:26][CH2:27][CH2:28]1. The yield is 0.400. (3) The reactants are C1(=O)NC(=O)C2=CC=CC=C12.[C:12]1([CH2:18][CH2:19][CH2:20][N:21]2[CH2:30][CH2:29][C:28]3([C:31]4[CH:36]=[CH:35][CH:34]=[C:33]([O:37][CH3:38])[CH:32]=4)[C:23]([CH3:40])([CH2:24][CH2:25][CH:26]([NH2:39])[CH2:27]3)[CH2:22]2)[CH:17]=[CH:16][CH:15]=[CH:14][CH:13]=1.O.NN. The catalyst is C(O)C. The product is [C:12]1([CH2:18][CH2:19][CH2:20][N:21]2[CH2:30][CH2:29][C:28]3([C:31]4[CH:36]=[CH:35][CH:34]=[C:33]([O:37][CH3:38])[CH:32]=4)[C:23]([CH3:40])([CH2:24][CH2:25][CH:26]([NH2:39])[CH2:27]3)[CH2:22]2)[CH:17]=[CH:16][CH:15]=[CH:14][CH:13]=1. The yield is 0.970.